This data is from Reaction yield outcomes from USPTO patents with 853,638 reactions. The task is: Predict the reaction yield, written as a fraction of the theoretical maximum amount of product (1.0 means a 100% yield; for example, 0.34 means a 34% yield). (1) The reactants are [Br:1][C:2]1[CH:10]=[C:9]2[C:5]([CH2:6][CH2:7][C:8]2=[O:11])=[CH:4][CH:3]=1.[BH4-].[Na+]. The catalyst is CO. The product is [Br:1][C:2]1[CH:10]=[C:9]2[C:5]([CH2:6][CH2:7][CH:8]2[OH:11])=[CH:4][CH:3]=1. The yield is 0.950. (2) No catalyst specified. The product is [N+:1]([C:4]1[CH:10]=[C:9]([O:11][C:12]([F:13])([F:14])[F:15])[CH:8]=[C:7]2[C:5]=1[N:6]=[CH:20][CH:18]=[CH:17]2)([O-:3])=[O:2]. The yield is 0.950. The reactants are [N+:1]([C:4]1[CH:10]=[C:9]([O:11][C:12]([F:15])([F:14])[F:13])[CH:8]=[CH:7][C:5]=1[NH2:6])([O-:3])=[O:2].O[CH2:17][CH:18]([CH2:20]O)O.[Na+].[N+](C1C=C(S([O-])(=O)=O)C=CC=1)([O-])=O.